This data is from Full USPTO retrosynthesis dataset with 1.9M reactions from patents (1976-2016). The task is: Predict the reactants needed to synthesize the given product. (1) Given the product [CH3:1][O:2][CH:3]1[O:9][C@H:8]([CH3:10])[C@@H:6]([O:7][C:11](=[O:14])[CH3:12])[C@H:4]1[O:5][C:16](=[O:18])[CH3:17], predict the reactants needed to synthesize it. The reactants are: [CH3:1][O:2][CH:3]1[O:9][C@H:8]([CH3:10])[C@@H:6]([OH:7])[C@H:4]1[OH:5].[C:11]([O-:14])(=O)[CH3:12].[Na+].[C:16](OC(=O)C)(=[O:18])[CH3:17].C(O)(=O)C.C(=O)(O)[O-].[Na+]. (2) Given the product [CH2:6]([C@H:5]([NH:13][C:14](=[O:22])[O:15][CH2:16][C:17]1[S:21][CH:20]=[N:19][CH:18]=1)[C@@H:4]([OH:23])[CH2:3][C@@H:2]([NH:1][S:32]([CH3:31])(=[O:34])=[O:33])[CH2:24][C:25]1[CH:26]=[CH:27][CH:28]=[CH:29][CH:30]=1)[C:7]1[CH:12]=[CH:11][CH:10]=[CH:9][CH:8]=1, predict the reactants needed to synthesize it. The reactants are: [NH2:1][C@@H:2]([CH2:24][C:25]1[CH:30]=[CH:29][CH:28]=[CH:27][CH:26]=1)[CH2:3][C@H:4]([OH:23])[C@@H:5]([NH:13][C:14](=[O:22])[O:15][CH2:16][C:17]1[S:21][CH:20]=[N:19][CH:18]=1)[CH2:6][C:7]1[CH:12]=[CH:11][CH:10]=[CH:9][CH:8]=1.[CH3:31][S:32](Cl)(=[O:34])=[O:33].